Dataset: Forward reaction prediction with 1.9M reactions from USPTO patents (1976-2016). Task: Predict the product of the given reaction. The product is: [CH3:11][N:10]([CH3:12])[C:9]1[CH:8]=[CH:7][C:4]([CH:5]=[O:6])=[CH:3][C:2]=1[C:15]1[C:14]([CH3:13])=[CH:23][C:22]2[C:21]([CH3:24])([CH3:25])[CH2:20][CH:19]([CH3:31])[CH:18]([CH3:26])[C:17]=2[CH:16]=1. Given the reactants Br[C:2]1[CH:3]=[C:4]([CH:7]=[CH:8][C:9]=1[N:10]([CH3:12])[CH3:11])[CH:5]=[O:6].[CH3:13][C:14]1[C:15](B(O)O)=[CH:16][C:17]2[C:18](C)([CH3:26])[CH2:19][CH2:20][C:21]([CH3:25])([CH3:24])[C:22]=2[CH:23]=1.[CH2:31](O)C.C(=O)([O-])[O-].[K+].[K+], predict the reaction product.